From a dataset of Forward reaction prediction with 1.9M reactions from USPTO patents (1976-2016). Predict the product of the given reaction. (1) Given the reactants [Cl:1][C:2]1[N:6]=[C:5]([NH:7][C:8]2[CH:9]=[C:10]([C:14]3[C:15]4[C:22]([C:23]([O:25][CH2:26][CH3:27])=[O:24])=[CH:21][N:20](COCC[Si](C)(C)C)[C:16]=4[N:17]=[CH:18][N:19]=3)[CH:11]=[CH:12][CH:13]=2)[S:4][N:3]=1.C(=O)([O-])[O-].[K+].[K+], predict the reaction product. The product is: [Cl:1][C:2]1[N:6]=[C:5]([NH:7][C:8]2[CH:9]=[C:10]([C:14]3[C:15]4[C:22]([C:23]([O:25][CH2:26][CH3:27])=[O:24])=[CH:21][NH:20][C:16]=4[N:17]=[CH:18][N:19]=3)[CH:11]=[CH:12][CH:13]=2)[S:4][N:3]=1. (2) Given the reactants [NH:1]1[CH2:6][CH2:5][O:4][CH2:3][CH2:2]1.[F:7][C:8]([F:57])([F:56])[C:9]1[CH:10]=[C:11]([C@H:19]2[O:23][C:22](=[O:24])[N:21]([CH2:25][C:26]3[C:31]([C:32]4[CH:33]=[C:34]([C:40]5[CH:49]=[CH:48][C:43]([C:44]([O:46][CH3:47])=[O:45])=[CH:42][C:41]=5[CH3:50])[CH:35]=[N:36][C:37]=4[O:38][CH3:39])=[CH:30][N:29]=[C:28](S(C)(=O)=O)[N:27]=3)[C@H:20]2[CH3:55])[CH:12]=[C:13]([C:15]([F:18])([F:17])[F:16])[CH:14]=1, predict the reaction product. The product is: [F:17][C:15]([F:16])([F:18])[C:13]1[CH:12]=[C:11]([C@H:19]2[O:23][C:22](=[O:24])[N:21]([CH2:25][C:26]3[C:31]([C:32]4[CH:33]=[C:34]([C:40]5[CH:49]=[CH:48][C:43]([C:44]([O:46][CH3:47])=[O:45])=[CH:42][C:41]=5[CH3:50])[CH:35]=[N:36][C:37]=4[O:38][CH3:39])=[CH:30][N:29]=[C:28]([N:1]4[CH2:6][CH2:5][O:4][CH2:3][CH2:2]4)[N:27]=3)[C@H:20]2[CH3:55])[CH:10]=[C:9]([C:8]([F:7])([F:57])[F:56])[CH:14]=1. (3) Given the reactants [CH3:1][C:2]1([CH3:23])[C@@H:5]([C:6]([O:8]C(C)(C)C)=[O:7])[CH2:4][C@H:3]1[C:13]([O:15][CH2:16][C:17]1[CH:22]=[CH:21][CH:20]=[CH:19][CH:18]=1)=[O:14].Cl.O1CCOCC1, predict the reaction product. The product is: [CH2:16]([O:15][C:13]([C@@H:3]1[CH2:4][C@H:5]([C:6]([OH:8])=[O:7])[C:2]1([CH3:23])[CH3:1])=[O:14])[C:17]1[CH:22]=[CH:21][CH:20]=[CH:19][CH:18]=1. (4) Given the reactants [NH2:1][CH:2]([C:10]1[C:19]2[C:14](=[CH:15][CH:16]=[CH:17][CH:18]=2)[CH:13]=[CH:12][C:11]=1[O:20][CH3:21])[CH2:3][CH2:4][CH2:5][C:6]([O:8]C)=O.[CH3:22][C:23]1[S:27][C:26]([C:28]2[CH:29]=[C:30]([CH:33]=[CH:34][CH:35]=2)[CH:31]=O)=[N:25][CH:24]=1, predict the reaction product. The product is: [CH3:21][O:20][C:11]1[CH:12]=[CH:13][C:14]2[C:19](=[CH:18][CH:17]=[CH:16][CH:15]=2)[C:10]=1[CH:2]1[N:1]([CH2:31][C:30]2[CH:33]=[CH:34][CH:35]=[C:28]([C:26]3[S:27][C:23]([CH3:22])=[CH:24][N:25]=3)[CH:29]=2)[C:6](=[O:8])[CH2:5][CH2:4][CH2:3]1. (5) Given the reactants [Cl:1][C:2]1[CH:3]=[C:4]([CH2:9][N:10]([CH3:17])[C:11]2[CH2:15][O:14][C:13](=[O:16])[CH:12]=2)[CH:5]=[N:6][C:7]=1[Cl:8].C(N(CC)CC)C.[Cl:25]N1C(=O)CCC1=O, predict the reaction product. The product is: [Cl:25][C:12]1[C:13](=[O:16])[O:14][CH2:15][C:11]=1[N:10]([CH2:9][C:4]1[CH:5]=[N:6][C:7]([Cl:8])=[C:2]([Cl:1])[CH:3]=1)[CH3:17].